This data is from Forward reaction prediction with 1.9M reactions from USPTO patents (1976-2016). The task is: Predict the product of the given reaction. (1) Given the reactants [C:1]([C:5]1[CH:10]=[CH:9][C:8]([C:11]2[CH:16]=[C:15]([CH3:17])[C:14]([NH2:18])=[CH:13][C:12]=2[CH3:19])=[CH:7][CH:6]=1)([CH3:4])([CH3:3])[CH3:2].CO[CH:22](OC)[N:23]([CH3:26])[CH2:24][CH3:25].C1CCCCC1.C(OCC)(=O)C, predict the reaction product. The product is: [C:1]([C:5]1[CH:6]=[CH:7][C:8]([C:11]2[CH:16]=[C:15]([CH3:17])[C:14]([N:18]=[CH:22][N:23]([CH2:24][CH3:25])[CH3:26])=[CH:13][C:12]=2[CH3:19])=[CH:9][CH:10]=1)([CH3:4])([CH3:3])[CH3:2]. (2) Given the reactants Br[C:2]1[CH:3]=[C:4]([N:8]2[C:16]3[CH:15]=[CH:14][C:13]([CH3:17])=[CH:12][C:11]=3[C:10]3[CH2:18][N:19]([CH3:22])[CH2:20][CH2:21][C:9]2=3)[CH:5]=[CH:6][CH:7]=1.[CH3:23][N:24]([CH3:40])[C:25]1[N:30]=[CH:29][C:28](B2OC(C)(C)C(C)(C)O2)=[CH:27][N:26]=1.C([O-])([O-])=O.[K+].[K+].O, predict the reaction product. The product is: [CH3:22][N:19]1[CH2:20][CH2:21][C:9]2[N:8]([C:4]3[CH:3]=[C:2]([C:28]4[CH:27]=[N:26][C:25]([N:24]([CH3:40])[CH3:23])=[N:30][CH:29]=4)[CH:7]=[CH:6][CH:5]=3)[C:16]3[CH:15]=[CH:14][C:13]([CH3:17])=[CH:12][C:11]=3[C:10]=2[CH2:18]1. (3) Given the reactants [OH-].[K+].[CH2:3]([O:5][C:6](=[CH:12][C:13]1[CH:18]=[CH:17][CH:16]=[C:15]([N+:19]([O-:21])=[O:20])[CH:14]=1)[C:7]([O:9]CC)=[O:8])[CH3:4], predict the reaction product. The product is: [CH2:3]([O:5][C:6](=[CH:12][C:13]1[CH:18]=[CH:17][CH:16]=[C:15]([N+:19]([O-:21])=[O:20])[CH:14]=1)[C:7]([OH:9])=[O:8])[CH3:4].